From a dataset of Reaction yield outcomes from USPTO patents with 853,638 reactions. Predict the reaction yield, written as a fraction of the theoretical maximum amount of product (1.0 means a 100% yield; for example, 0.34 means a 34% yield). The reactants are [C:1]([O:5][C:6]([N:8]([CH2:13][C:14]1[CH:15]=[CH:16][C:17]([C:20]2[S:28][C:27]3[C:22](=[N:23][CH:24]=[CH:25][C:26]=3[O:29][C:30]3[CH:35]=[CH:34][C:33]([NH:36][CH:37]([CH:42](C(O)=O)[C:43]([OH:45])=[O:44])[C:38]([F:41])([F:40])[F:39])=[CH:32][C:31]=3[F:49])[CH:21]=2)=[N:18][CH:19]=1)[CH2:9][CH2:10][O:11][CH3:12])=[O:7])([CH3:4])([CH3:3])[CH3:2]. The catalyst is C1(C)C=CC=CC=1. The product is [C:1]([O:5][C:6]([N:8]([CH2:13][C:14]1[CH:15]=[CH:16][C:17]([C:20]2[S:28][C:27]3[C:22](=[N:23][CH:24]=[CH:25][C:26]=3[O:29][C:30]3[CH:35]=[CH:34][C:33]([NH:36][CH:37]([C:38]([F:40])([F:39])[F:41])[CH2:42][C:43]([OH:45])=[O:44])=[CH:32][C:31]=3[F:49])[CH:21]=2)=[N:18][CH:19]=1)[CH2:9][CH2:10][O:11][CH3:12])=[O:7])([CH3:4])([CH3:2])[CH3:3]. The yield is 1.00.